This data is from Forward reaction prediction with 1.9M reactions from USPTO patents (1976-2016). The task is: Predict the product of the given reaction. Given the reactants C(O[C:5](=[O:7])C)(=O)C.C(O)=O.[Cl:11][C:12]1[C:13]([NH2:32])=[CH:14][C:15]2[N:19]=[C:18]([CH2:20][CH3:21])[N:17]([C:22]3[CH:27]=[CH:26][C:25]([CH2:28][CH2:29][Cl:30])=[CH:24][CH:23]=3)[C:16]=2[CH:31]=1, predict the reaction product. The product is: [Cl:11][C:12]1[C:13]([NH:32][CH:5]=[O:7])=[CH:14][C:15]2[N:19]=[C:18]([CH2:20][CH3:21])[N:17]([C:22]3[CH:23]=[CH:24][C:25]([CH2:28][CH2:29][Cl:30])=[CH:26][CH:27]=3)[C:16]=2[CH:31]=1.